From a dataset of NCI-60 drug combinations with 297,098 pairs across 59 cell lines. Regression. Given two drug SMILES strings and cell line genomic features, predict the synergy score measuring deviation from expected non-interaction effect. (1) Drug 1: CC(C)(C#N)C1=CC(=CC(=C1)CN2C=NC=N2)C(C)(C)C#N. Drug 2: CC1CCCC2(C(O2)CC(NC(=O)CC(C(C(=O)C(C1O)C)(C)C)O)C(=CC3=CSC(=N3)C)C)C. Cell line: SNB-75. Synergy scores: CSS=37.6, Synergy_ZIP=0.722, Synergy_Bliss=-0.358, Synergy_Loewe=-10.8, Synergy_HSA=0.00111. (2) Cell line: HOP-62. Synergy scores: CSS=1.59, Synergy_ZIP=0.857, Synergy_Bliss=-0.423, Synergy_Loewe=-2.12, Synergy_HSA=-2.68. Drug 2: C1CC(=O)NC(=O)C1N2C(=O)C3=CC=CC=C3C2=O. Drug 1: C(=O)(N)NO. (3) Drug 1: CC1C(C(CC(O1)OC2CC(CC3=C2C(=C4C(=C3O)C(=O)C5=C(C4=O)C(=CC=C5)OC)O)(C(=O)CO)O)N)O.Cl. Drug 2: B(C(CC(C)C)NC(=O)C(CC1=CC=CC=C1)NC(=O)C2=NC=CN=C2)(O)O. Cell line: 786-0. Synergy scores: CSS=22.2, Synergy_ZIP=1.35, Synergy_Bliss=1.75, Synergy_Loewe=-4.90, Synergy_HSA=-4.84. (4) Drug 2: C1=CN(C=N1)CC(O)(P(=O)(O)O)P(=O)(O)O. Synergy scores: CSS=5.69, Synergy_ZIP=-1.64, Synergy_Bliss=0.935, Synergy_Loewe=-1.26, Synergy_HSA=0.982. Cell line: OVCAR-4. Drug 1: C1=CN(C(=O)N=C1N)C2C(C(C(O2)CO)O)O.Cl. (5) Drug 1: C1CCC(C1)C(CC#N)N2C=C(C=N2)C3=C4C=CNC4=NC=N3. Drug 2: C1CC(C1)(C(=O)O)C(=O)O.[NH2-].[NH2-].[Pt+2]. Cell line: TK-10. Synergy scores: CSS=15.2, Synergy_ZIP=-5.54, Synergy_Bliss=-1.40, Synergy_Loewe=-0.664, Synergy_HSA=-0.340. (6) Drug 1: CC1=C(C(=CC=C1)Cl)NC(=O)C2=CN=C(S2)NC3=CC(=NC(=N3)C)N4CCN(CC4)CCO. Drug 2: CC1C(C(CC(O1)OC2CC(OC(C2O)C)OC3=CC4=CC5=C(C(=O)C(C(C5)C(C(=O)C(C(C)O)O)OC)OC6CC(C(C(O6)C)O)OC7CC(C(C(O7)C)O)OC8CC(C(C(O8)C)O)(C)O)C(=C4C(=C3C)O)O)O)O. Cell line: OVCAR-8. Synergy scores: CSS=55.5, Synergy_ZIP=-1.24, Synergy_Bliss=3.34, Synergy_Loewe=-0.210, Synergy_HSA=3.11. (7) Drug 2: C1=CC(=CC=C1CC(C(=O)O)N)N(CCCl)CCCl.Cl. Cell line: OVCAR3. Drug 1: CC1C(C(CC(O1)OC2CC(CC3=C2C(=C4C(=C3O)C(=O)C5=C(C4=O)C(=CC=C5)OC)O)(C(=O)CO)O)N)O.Cl. Synergy scores: CSS=6.79, Synergy_ZIP=-5.57, Synergy_Bliss=-2.96, Synergy_Loewe=-3.65, Synergy_HSA=-3.27. (8) Drug 1: CC1OCC2C(O1)C(C(C(O2)OC3C4COC(=O)C4C(C5=CC6=C(C=C35)OCO6)C7=CC(=C(C(=C7)OC)O)OC)O)O. Cell line: SNB-75. Synergy scores: CSS=8.12, Synergy_ZIP=-3.58, Synergy_Bliss=-1.66, Synergy_Loewe=-8.29, Synergy_HSA=-0.713. Drug 2: CS(=O)(=O)OCCCCOS(=O)(=O)C. (9) Drug 1: C1=CC(=CC=C1CCCC(=O)O)N(CCCl)CCCl. Drug 2: CS(=O)(=O)OCCCCOS(=O)(=O)C. Cell line: SK-OV-3. Synergy scores: CSS=4.85, Synergy_ZIP=-4.36, Synergy_Bliss=-8.53, Synergy_Loewe=-16.1, Synergy_HSA=-8.75.